This data is from Full USPTO retrosynthesis dataset with 1.9M reactions from patents (1976-2016). The task is: Predict the reactants needed to synthesize the given product. (1) The reactants are: [OH:1][C:2]1[CH:9]=[CH:8][CH:7]=[CH:6][C:3]=1[CH2:4][OH:5].[F:10][C:11]([F:21])([F:20])[C:12]1[CH:19]=[CH:18][CH:17]=[CH:16][C:13]=1[CH2:14]Br.C(=O)([O-])[O-].[K+].[K+]. Given the product [F:10][C:11]([F:20])([F:21])[C:12]1[CH:19]=[CH:18][CH:17]=[CH:16][C:13]=1[CH2:14][O:1][C:2]1[CH:9]=[CH:8][CH:7]=[CH:6][C:3]=1[CH2:4][OH:5], predict the reactants needed to synthesize it. (2) Given the product [C:20]([O:19][C:17]([C:13]1([CH2:12][NH:11][S:10]([C:6]2[CH:5]=[C:4]([CH:9]=[CH:8][CH:7]=2)[C:3]([OH:26])=[O:2])(=[O:25])=[O:24])[CH2:14][CH2:15][CH2:16]1)=[O:18])([CH3:23])([CH3:21])[CH3:22], predict the reactants needed to synthesize it. The reactants are: C[O:2][C:3](=[O:26])[C:4]1[CH:9]=[CH:8][CH:7]=[C:6]([S:10](=[O:25])(=[O:24])[NH:11][CH2:12][C:13]2([C:17]([O:19][C:20]([CH3:23])([CH3:22])[CH3:21])=[O:18])[CH2:16][CH2:15][CH2:14]2)[CH:5]=1.[OH-].[Na+]. (3) Given the product [CH2:1]([O:4][N:5]=[C:6]1[CH2:10][N:9]([C:11](=[O:13])[C:22]2[CH:27]=[CH:26][CH:25]=[CH:24][CH:23]=2)[C@H:8]([C:18]([NH:45][C:41]2[CH:42]=[CH:43][C:44]3[N:32]([CH2:30][CH3:31])[C:33]4[C:38]([C:39]=3[CH:40]=2)=[CH:37][CH:36]=[CH:35][CH:34]=4)=[O:20])[CH2:7]1)[CH:2]=[CH2:3], predict the reactants needed to synthesize it. The reactants are: [CH2:1]([O:4][N:5]=[C:6]1[CH2:10][N:9]([C:11]([O:13]C(C)(C)C)=O)[C@H:8]([C:18]([OH:20])=O)[CH2:7]1)[CH:2]=[CH2:3].C(O)(=O)[C:22]1[CH:27]=[CH:26][CH:25]=[CH:24][CH:23]=1.[CH2:30]([N:32]1[C:44]2[CH:43]=[CH:42][C:41]([NH2:45])=[CH:40][C:39]=2[C:38]2[C:33]1=[CH:34][CH:35]=[CH:36][CH:37]=2)[CH3:31]. (4) Given the product [CH3:1][C:2]1([CH3:29])[O:7][CH2:6][CH2:5][N:4]([C:8]([N:10]2[CH2:15][CH:14]([C:16]3[CH:21]=[CH:20][C:19]([C:22]([F:23])([F:25])[F:24])=[CH:18][CH:17]=3)[CH2:13][CH:12]([C:26]3[O:28][N:34]=[C:32]([CH3:33])[N:31]=3)[CH2:11]2)=[O:9])[CH2:3]1, predict the reactants needed to synthesize it. The reactants are: [CH3:1][C:2]1([CH3:29])[O:7][CH2:6][CH2:5][N:4]([C:8]([N:10]2[CH2:15][CH:14]([C:16]3[CH:21]=[CH:20][C:19]([C:22]([F:25])([F:24])[F:23])=[CH:18][CH:17]=3)[CH2:13][CH:12]([C:26]([OH:28])=O)[CH2:11]2)=[O:9])[CH2:3]1.O[NH:31][C:32](=[NH:34])[CH3:33]. (5) The reactants are: [NH2:1][CH2:2][C@H:3]1[C@H:9]([C:10]2[CH:15]=[CH:14][C:13]([Cl:16])=[C:12]([F:17])[CH:11]=2)[O:8][CH2:7][CH2:6][N:5](C(OC(C)(C)C)=O)[CH2:4]1.[N:25]1[CH:30]=[CH:29][CH:28]=[CH:27][C:26]=1[C:31](O)=[O:32]. Given the product [ClH:16].[Cl:16][C:13]1[CH:14]=[CH:15][C:10]([C@@H:9]2[O:8][CH2:7][CH2:6][NH:5][CH2:4][C@H:3]2[CH2:2][NH:1][C:31]([C:26]2[CH:27]=[CH:28][CH:29]=[CH:30][N:25]=2)=[O:32])=[CH:11][C:12]=1[F:17], predict the reactants needed to synthesize it.